From a dataset of Reaction yield outcomes from USPTO patents with 853,638 reactions. Predict the reaction yield, written as a fraction of the theoretical maximum amount of product (1.0 means a 100% yield; for example, 0.34 means a 34% yield). (1) The reactants are [CH2:1]([O:3][C:4](=[O:24])[C:5]([N:7]([C:10]1[C:15]([C:16]([F:19])([F:18])[F:17])=[CH:14][C:13]([Br:20])=[CH:12][C:11]=1[N+:21]([O-])=O)[CH2:8][CH3:9])=[O:6])[CH3:2].[O-]S(S([O-])=O)=O.[Na+].[Na+].C(OCC)(=O)C. The catalyst is C1COCC1.O. The product is [CH2:1]([O:3][C:4](=[O:24])[C:5]([N:7]([C:10]1[C:15]([C:16]([F:18])([F:19])[F:17])=[CH:14][C:13]([Br:20])=[CH:12][C:11]=1[NH2:21])[CH2:8][CH3:9])=[O:6])[CH3:2]. The yield is 0.920. (2) The reactants are [N:1]1[CH:6]=[CH:5][CH:4]=[C:3]([NH:7][S:8]([C:11]2[CH:20]=[CH:19][CH:18]=[CH:17][C:12]=2[C:13]([O:15]C)=O)(=[O:10])=[O:9])[CH:2]=1.[F:21][C:22]1[CH:23]=[C:24]([CH:27]=[CH:28][CH:29]=1)[CH2:25][NH2:26]. No catalyst specified. The product is [F:21][C:22]1[CH:23]=[C:24]([CH:27]=[CH:28][CH:29]=1)[CH2:25][NH:26][C:13](=[O:15])[C:12]1[CH:17]=[CH:18][CH:19]=[CH:20][C:11]=1[S:8]([NH:7][C:3]1[CH:2]=[N:1][CH:6]=[CH:5][CH:4]=1)(=[O:9])=[O:10]. The yield is 0.840. (3) The reactants are [C:1]1([C:13]([OH:15])=O)[C:11]2=[C:12]3[C:7](=[CH:8][CH:9]=[CH:10]2)[CH2:6][CH2:5][CH2:4][N:3]3[CH:2]=1.Cl.[NH2:17][CH2:18][CH2:19][CH2:20][CH2:21][CH2:22][CH2:23][CH2:24][C:25]([NH:27][O:28][CH2:29][C:30]1[CH:35]=[CH:34][CH:33]=[CH:32][CH:31]=1)=[O:26]. No catalyst specified. The product is [CH2:29]([O:28][NH:27][C:25](=[O:26])[CH2:24][CH2:23][CH2:22][CH2:21][CH2:20][CH2:19][CH2:18][NH:17][C:13]([C:1]1[C:11]2=[C:12]3[C:7](=[CH:8][CH:9]=[CH:10]2)[CH2:6][CH2:5][CH2:4][N:3]3[CH:2]=1)=[O:15])[C:30]1[CH:35]=[CH:34][CH:33]=[CH:32][CH:31]=1. The yield is 0.820. (4) The reactants are [CH3:1][O:2][C:3]1[CH:8]=[CH:7][C:6]([NH:9][C:10]2[CH:15]=[CH:14][C:13]([O:16][CH3:17])=[CH:12][CH:11]=2)=[CH:5][CH:4]=1.[F:18][C:19]1[CH:27]=[CH:26][C:22]([C:23](Cl)=[O:24])=[C:21]([C:28]([F:31])([F:30])[F:29])[CH:20]=1.N1C=CC=CC=1. The catalyst is C1COCC1. The product is [F:18][C:19]1[CH:27]=[CH:26][C:22]([C:23]([N:9]([C:6]2[CH:5]=[CH:4][C:3]([O:2][CH3:1])=[CH:8][CH:7]=2)[C:10]2[CH:15]=[CH:14][C:13]([O:16][CH3:17])=[CH:12][CH:11]=2)=[O:24])=[C:21]([C:28]([F:29])([F:30])[F:31])[CH:20]=1. The yield is 0.842. (5) The reactants are C(O[C:4]([C:6]1[CH:7]=[C:8]2[CH:15]=[CH:14][NH:13][C:9]2=[N:10][C:11]=1[NH2:12])=[O:5])C.[OH-].[Na+].C(N(CC)CC)C.F[P-](F)(F)(F)(F)F.N1(O[P+](N(C)C)(N(C)C)N(C)C)C2C=CC=CC=2N=N1.[O:52]([C:59]1[S:63][C:62]([CH2:64][NH2:65])=[CH:61][CH:60]=1)[C:53]1[CH:58]=[CH:57][CH:56]=[CH:55][CH:54]=1. The catalyst is C(O)C.[Cl-].[Na+].O. The product is [O:52]([C:59]1[S:63][C:62]([CH2:64][NH:65][C:4]([C:6]2[CH:7]=[C:8]3[CH:15]=[CH:14][NH:13][C:9]3=[N:10][C:11]=2[NH2:12])=[O:5])=[CH:61][CH:60]=1)[C:53]1[CH:54]=[CH:55][CH:56]=[CH:57][CH:58]=1. The yield is 0.185. (6) The reactants are Cl[C:2]1[CH:7]=[C:6]([C:8]2[CH:9]=[C:10]([OH:14])[CH:11]=[CH:12][CH:13]=2)[N:5]=[C:4]2[N:15]([CH:19]([CH3:21])[CH3:20])[N:16]=[C:17]([CH3:18])[C:3]=12.[NH:22]1[CH2:27][CH2:26][O:25][CH2:24][CH2:23]1. No catalyst specified. The product is [CH:19]([N:15]1[C:4]2=[N:5][C:6]([C:8]3[CH:9]=[C:10]([OH:14])[CH:11]=[CH:12][CH:13]=3)=[CH:7][C:2]([N:22]3[CH2:27][CH2:26][O:25][CH2:24][CH2:23]3)=[C:3]2[C:17]([CH3:18])=[N:16]1)([CH3:21])[CH3:20]. The yield is 0.850. (7) The reactants are [C:1]([C:5]1[CH:6]=[C:7]([CH:12]=[C:13]([CH2:15][OH:16])[CH:14]=1)[C:8]([O:10]C)=[O:9])([CH3:4])([CH3:3])[CH3:2].[OH-].[Na+]. The catalyst is CO.O. The product is [C:1]([C:5]1[CH:6]=[C:7]([CH:12]=[C:13]([CH2:15][OH:16])[CH:14]=1)[C:8]([OH:10])=[O:9])([CH3:4])([CH3:2])[CH3:3]. The yield is 0.920. (8) The reactants are [Cl:1][C:2]1[S:6][C:5]([S:7](Cl)(=[O:9])=[O:8])=[CH:4][CH:3]=1.[CH2:11]([C@H:13]([NH2:20])[C:14]1[CH:19]=[CH:18][CH:17]=[CH:16][CH:15]=1)[CH3:12]. No catalyst specified. The product is [Cl:1][C:2]1[S:6][C:5]([S:7]([NH:20][C@H:13]([C:14]2[CH:19]=[CH:18][CH:17]=[CH:16][CH:15]=2)[CH2:11][CH3:12])(=[O:9])=[O:8])=[CH:4][CH:3]=1. The yield is 0.770.